Dataset: Experimentally validated miRNA-target interactions with 360,000+ pairs, plus equal number of negative samples. Task: Binary Classification. Given a miRNA mature sequence and a target amino acid sequence, predict their likelihood of interaction. The miRNA is mmu-miR-449c-5p with sequence AGGCAGUGCAUUGCUAGCUGG. The protein sequence of the target gene is MVGKLKQNLLLACLVISSVTVFYLGQHAMECHHRIEERSQPVKLESTRTTVRTGLDLKANKTFAYHKDMPLIFIGGVPRSGTTLMRAMLDAHPDIRCGEETRVIPRILALKQMWSRSSKEKIRLDEAGVTDEVLDSAMQAFLLEIIVKHGEPAPYLCNKDPFALKSLTYLSRLFPNAKFLLMVRDGRASVHSMISRKVTIAGFDLNSYRDCLTKWNRAIETMYNQCMEVGYKKCMLVHYEQLVLHPERWMRTLLKFLQIPWNHSVLHHEEMIGKAGGVSLSKVERSTDQVIKPVNVGALS.... Result: 0 (no interaction).